From a dataset of Full USPTO retrosynthesis dataset with 1.9M reactions from patents (1976-2016). Predict the reactants needed to synthesize the given product. Given the product [Si:2]([O-:8])([O-:4])([O-:1])[O-:3].[Na+:5].[Na+:5].[Na+:5].[Na+:5], predict the reactants needed to synthesize it. The reactants are: [O-:1][Si:2]([O-:4])=[O:3].[Na+:5].[Na+].[N+]([O-])([O-])=[O:8].[Na+].